From a dataset of Reaction yield outcomes from USPTO patents with 853,638 reactions. Predict the reaction yield, written as a fraction of the theoretical maximum amount of product (1.0 means a 100% yield; for example, 0.34 means a 34% yield). (1) The reactants are [NH2:1][C:2]1[CH:7]=[CH:6][C:5]([CH2:8][CH2:9][C:10]([OH:12])=[O:11])=[CH:4][CH:3]=1.[CH3:13][O:14][C:15]1[CH:41]=[CH:40][C:18]2[N:19]=[C:20]([NH:22][C:23]3[CH:28]=[C:27]([CH2:29][C:30]4[CH:35]=[CH:34][CH:33]=[CH:32][CH:31]=4)[N:26]=[C:25](S(C)(=O)=O)[N:24]=3)[S:21][C:17]=2[CH:16]=1. The catalyst is C(#N)C.Cl. The product is [CH3:13][O:14][C:15]1[CH:41]=[CH:40][C:18]2[N:19]=[C:20]([NH:22][C:23]3[CH:28]=[C:27]([CH2:29][C:30]4[CH:35]=[CH:34][CH:33]=[CH:32][CH:31]=4)[N:26]=[C:25]([NH:1][C:2]4[CH:3]=[CH:4][C:5]([CH2:8][CH2:9][C:10]([OH:12])=[O:11])=[CH:6][CH:7]=4)[N:24]=3)[S:21][C:17]=2[CH:16]=1. The yield is 0.655. (2) The yield is 0.760. The reactants are [OH:1][C@@H:2]([CH2:18][N:19]([C:24]1[CH:29]=[CH:28][C:27]([OH:30])=[CH:26][CH:25]=1)[CH2:20][CH:21]([CH3:23])[CH3:22])[CH2:3][O:4][C:5]1[C:17]2[C:16]3[C:11](=[CH:12][CH:13]=[CH:14][CH:15]=3)[NH:10][C:9]=2[CH:8]=[CH:7][CH:6]=1.Br[CH2:32][CH2:33][CH2:34][C:35]#[N:36].C(=O)([O-])[O-].[K+].[K+].[I-].[K+]. The product is [OH:1][C@@H:2]([CH2:18][N:19]([C:24]1[CH:29]=[CH:28][C:27]([O:30][CH2:32][CH2:33][CH2:34][C:35]#[N:36])=[CH:26][CH:25]=1)[CH2:20][CH:21]([CH3:23])[CH3:22])[CH2:3][O:4][C:5]1[C:17]2[C:16]3[C:11](=[CH:12][CH:13]=[CH:14][CH:15]=3)[NH:10][C:9]=2[CH:8]=[CH:7][CH:6]=1. The catalyst is C(C(C)=O)C. (3) The reactants are [CH3:1][C:2]1[CH:11]=[CH:10][C:5]2[N:6]=[C:7](N)[S:8][C:4]=2[CH:3]=1.C([CH2:14][O:15][C:16]1[C:17]([F:26])=[C:18]([C:23]([NH2:25])=[O:24])[C:19]([F:22])=[CH:20][CH:21]=1)#N. No catalyst specified. The product is [F:26][C:17]1[C:16]([O:15][CH2:14][C:7]2[S:8][C:4]3[CH:3]=[C:2]([CH3:1])[CH:11]=[CH:10][C:5]=3[N:6]=2)=[CH:21][CH:20]=[C:19]([F:22])[C:18]=1[C:23]([NH2:25])=[O:24]. The yield is 0.170. (4) The reactants are [H-].[Na+].[I:3][C:4]1[CH:9]=[CH:8][C:7]([C:10]([C:12]2[CH:17]=[CH:16][C:15]([OH:18])=[CH:14][CH:13]=2)=[O:11])=[CH:6][CH:5]=1.[C:19]([O:23][C:24]([N:26]1[CH2:30][CH2:29][CH2:28][C@@H:27]1[CH2:31]OS(C1C=CC(C)=CC=1)(=O)=O)=[O:25])([CH3:22])([CH3:21])[CH3:20]. The catalyst is CN(C=O)C. The product is [C:19]([O:23][C:24]([N:26]1[CH2:30][CH2:29][CH2:28][C@@H:27]1[CH2:31][O:18][C:15]1[CH:16]=[CH:17][C:12]([C:10](=[O:11])[C:7]2[CH:8]=[CH:9][C:4]([I:3])=[CH:5][CH:6]=2)=[CH:13][CH:14]=1)=[O:25])([CH3:22])([CH3:20])[CH3:21]. The yield is 0.600.